This data is from Experimentally validated miRNA-target interactions with 360,000+ pairs, plus equal number of negative samples. The task is: Binary Classification. Given a miRNA mature sequence and a target amino acid sequence, predict their likelihood of interaction. (1) The miRNA is hsa-miR-34a-3p with sequence CAAUCAGCAAGUAUACUGCCCU. The protein sequence of the target gene is MSEAGEEQPMETTGATENGHEAVPEASRGRGWTGAAAGAGGATAAPPSGNQNGAEGDQINASKNEEDAGKMFVGGLSWDTSKKDLKDYFTKFGEVVDCTIKMDPNTGRSRGFGFILFKDAASVEKVLDQKEHRLDGRVIDPKKAMAMKKDPVKKIFVGGLNPESPTEEKIREYFGEFGEIEAIELPMDPKLNKRRGFVFITFKEEEPVKKVLEKKFHTVSGSKCEIKVAQPKEVYQQQQYGSGGRGNRNRGNRGSGGGGGGGGQSQSWNQGYGNYWNQGYGYQQGYGPGYGGYDYSPYGY.... Result: 1 (interaction). (2) The miRNA is cel-miR-34-5p with sequence AGGCAGUGUGGUUAGCUGGUUG. The protein sequence of the target gene is MSSGADGGGGAAVAARSDKGSPGEDGFVPSALGTREHWDAVYERELQTFREYGDTGEIWFGEESMNRLIRWMQKHKIPLDASVLDIGTGNGVFLVELAKFGFSNITGIDYSPSAIQLSGSIIEKEGLSNIKLKVEDFLNLSTQLSGFHICIDKGTFDAISLNPDNAIEKRKQYVKSLSRVLKVKGFFLITSCNWTKEELLNEFSEGWSTVAGFWLTAALTSWAQAIFSTSASRVGGTTGTHHHAWIIFVFLAETRFCHVVQAGLELLGSSDSPTWPPKVLGLYHARPSLAF. Result: 0 (no interaction). (3) The miRNA is cel-miR-1829a-3p with sequence CAACCAUUGGAAUUUCUCUAUU. The protein sequence of the target gene is MVLESVVADLLNRFLGDYVENLNKSQLKLGIWGGNVALDNLQIKENALSELDVPFKVKAGQIDKLTLKIPWKNLYGEAVVATLEGLYLLVVPGASIKYDAEKEEKSLQDIKQKELCRIEEALQKAAEKGAHSGEFMYGLENLLYKDVKPGRKRKKHKKHFKKRFKGLDRSKDKPKEAKKDTFLEKLATQVIKNVQVKITDIHIKYEDDITDPERPLSFGVTLREFSLLTTNEHWTPCILNEAEKIIYKLVKLDSLSAYWNVGCCMSYRGSREHILEQLKREILTSTNIPPDHQYIFQPIS.... Result: 0 (no interaction).